Dataset: Full USPTO retrosynthesis dataset with 1.9M reactions from patents (1976-2016). Task: Predict the reactants needed to synthesize the given product. (1) Given the product [CH2:40]([O:42][C:43](=[O:48])[CH2:44][C:45]([CH:11]1[CH2:10][CH2:9][N:8]([C:18]([O:20][CH2:21][C:22]2[CH:23]=[CH:24][CH:25]=[CH:26][CH:27]=2)=[O:19])[CH:7]([C:6]2[N:2]=[N:3][N:4]([CH3:29])[N:5]=2)[CH2:12]1)=[O:46])[CH3:41], predict the reactants needed to synthesize it. The reactants are: C[N:2]1[C:6]([CH:7]2[CH2:12][CH:11](C(OCC)=O)[CH2:10][CH2:9][N:8]2[C:18]([O:20][CH2:21][C:22]2[CH:27]=[CH:26][CH:25]=[CH:24][CH:23]=2)=[O:19])=[N:5][N:4]=[N:3]1.N1(C(N2C=CN=C2)=O)C=CN=[CH:29]1.[CH2:40]([O:42][C:43](=[O:48])[CH2:44][C:45]([O-])=[O:46])[CH3:41].[K+].[Cl-].[Mg+2].[Cl-]. (2) Given the product [F:1][C:2]([F:30])([F:29])[C:3]1[CH:8]=[C:7]([C:9]([F:12])([F:11])[F:10])[CH:6]=[CH:5][C:4]=1[C:13]1[CH:17]=[C:16]([CH2:18][N:19]2[CH:24]=[C:23]3[N:25]=[C:26]([C:33]4[C:32]([F:31])=[CH:37][CH:36]=[CH:35][C:34]=4[F:38])[N:27]=[C:22]3[CH:21]=[N:20]2)[O:15][N:14]=1, predict the reactants needed to synthesize it. The reactants are: [F:1][C:2]([F:30])([F:29])[C:3]1[CH:8]=[C:7]([C:9]([F:12])([F:11])[F:10])[CH:6]=[CH:5][C:4]=1[C:13]1[CH:17]=[C:16]([CH2:18][N:19]2[CH:24]=[C:23]3[N:25]=[C:26](Br)[N:27]=[C:22]3[CH:21]=[N:20]2)[O:15][N:14]=1.[F:31][C:32]1[CH:37]=[CH:36][CH:35]=[C:34]([F:38])[C:33]=1B(O)O. (3) Given the product [NH2:17][C@@H:15]([C:11]1[CH:10]=[C:9]([C:27]2[CH:32]=[CH:31][N:30]=[C:29]([CH2:33][O:34][C:35]3[CH:40]=[CH:39][CH:38]=[CH:37][C:36]=3[CH2:41][C:42]([OH:44])=[O:43])[CH:28]=2)[CH:14]=[CH:13][CH:12]=1)[CH3:16], predict the reactants needed to synthesize it. The reactants are: CC1(C)C(C)(C)OB([C:9]2[CH:10]=[C:11]([C@H:15]([NH:17]C(=O)OC(C)(C)C)[CH3:16])[CH:12]=[CH:13][CH:14]=2)O1.Cl[C:27]1[CH:32]=[CH:31][N:30]=[C:29]([CH2:33][O:34][C:35]2[CH:40]=[CH:39][CH:38]=[CH:37][C:36]=2[CH2:41][C:42]([O:44]C)=[O:43])[CH:28]=1.[O-]P([O-])([O-])=O.[K+].[K+].[K+].[OH-].[Na+].